From a dataset of Full USPTO retrosynthesis dataset with 1.9M reactions from patents (1976-2016). Predict the reactants needed to synthesize the given product. (1) Given the product [CH3:17][S:16][C:14]1[C:13]2[C:4](=[C:5]3[C:10](=[CH:11][CH:12]=2)[CH:9]=[CH:8][CH:7]=[N:6]3)[N:3]=[C:2]([CH:1]=[O:19])[CH:15]=1, predict the reactants needed to synthesize it. The reactants are: [CH3:1][C:2]1[CH:15]=[C:14]([S:16][CH3:17])[C:13]2[C:4](=[C:5]3[C:10](=[CH:11][CH:12]=2)[CH:9]=[CH:8][CH:7]=[N:6]3)[N:3]=1.C.[O:19]1CCOCC1. (2) Given the product [CH3:15][C:1]1[CH:6]=[CH:5][CH:4]=[CH:3][C:2]=1[N:7]([C:17]1[CH:22]=[CH:21][CH:20]=[CH:19][CH:18]=1)[C:8]1[CH:13]=[CH:12][CH:11]=[CH:10][C:9]=1[CH3:14], predict the reactants needed to synthesize it. The reactants are: [C:1]1([CH3:15])[CH:6]=[CH:5][CH:4]=[CH:3][C:2]=1[NH:7][C:8]1[CH:13]=[CH:12][CH:11]=[CH:10][C:9]=1[CH3:14].I[C:17]1[CH:22]=[CH:21][CH:20]=[CH:19][CH:18]=1.P(C(C)(C)C)(C(C)(C)C)C(C)(C)C.CC(C)([O-])C.[Na+]. (3) Given the product [Cl:2][C:3]1[C:8]([C:9]2[C:10](=[O:16])[NH:11][C:12](=[O:15])[N:13]([CH2:24][CH2:25][CH:26]([O:29][CH3:30])[O:27][CH3:28])[CH:14]=2)=[CH:7][CH:6]=[CH:5][N:4]=1, predict the reactants needed to synthesize it. The reactants are: Cl.[Cl:2][C:3]1[C:8]([C:9]2[C:10](=[O:16])[NH:11][C:12](=[O:15])[NH:13][CH:14]=2)=[CH:7][CH:6]=[CH:5][N:4]=1.C([O-])([O-])=O.[K+].[K+].Br[CH2:24][CH2:25][CH:26]([O:29][CH3:30])[O:27][CH3:28]. (4) Given the product [CH3:9][C:4]1[CH:5]=[CH:6][CH:7]=[CH:8][C:3]=1[CH:2]([C:10]1[CH:15]=[CH:14][CH:13]=[CH:12][C:11]=1[CH3:16])[N:20]1[CH:21]=[CH:22][CH:23]=[C:24]([C:25]([O:27][CH3:28])=[O:26])[C:19]1=[O:18], predict the reactants needed to synthesize it. The reactants are: Br[CH:2]([C:10]1[CH:15]=[CH:14][CH:13]=[CH:12][C:11]=1[CH3:16])[C:3]1[CH:8]=[CH:7][CH:6]=[CH:5][C:4]=1[CH3:9].Cl.[O:18]=[C:19]1[C:24]([C:25]([O:27][CH3:28])=[O:26])=[CH:23][CH:22]=[CH:21][NH:20]1.[H-].[Na+]. (5) Given the product [N:14]1([N:13]=[C:1]([C:4]2[CH:9]=[CH:8][CH:7]=[C:6]([C:10](=[N:13][N:14]3[CH:18]=[CH:17][CH:16]=[CH:15]3)[CH3:11])[N:5]=2)[CH3:2])[CH:18]=[CH:17][CH:16]=[CH:15]1, predict the reactants needed to synthesize it. The reactants are: [C:1]([C:4]1[CH:9]=[CH:8][CH:7]=[C:6]([C:10](=O)[CH3:11])[N:5]=1)(=O)[CH3:2].[NH2:13][N:14]1[CH:18]=[CH:17][CH:16]=[CH:15]1. (6) Given the product [Br:22][CH:23]([CH2:27][CH2:28][Br:29])[C:24]([NH:1][CH:2]1[CH2:3][CH2:4][N:5]([C:8]([O:10][C:11]([CH3:14])([CH3:13])[CH3:12])=[O:9])[CH2:6][CH2:7]1)=[O:25], predict the reactants needed to synthesize it. The reactants are: [NH2:1][CH:2]1[CH2:7][CH2:6][N:5]([C:8]([O:10][C:11]([CH3:14])([CH3:13])[CH3:12])=[O:9])[CH2:4][CH2:3]1.C(N(CC)CC)C.[Br:22][CH:23]([CH2:27][CH2:28][Br:29])[C:24](Cl)=[O:25]. (7) Given the product [CH:5]([C:4]1[N:8]([C:9]2[CH:14]=[CH:13][CH:12]=[CH:11][CH:10]=2)[C:25]([C:16]2[CH:17]=[CH:18][C:19]3[C:24](=[CH:23][CH:22]=[CH:21][CH:20]=3)[CH:15]=2)=[N:27][N:28]=1)([CH3:7])[CH3:6], predict the reactants needed to synthesize it. The reactants are: C(S[C:4](=[N:8][C:9]1[CH:14]=[CH:13][CH:12]=[CH:11][CH:10]=1)[CH:5]([CH3:7])[CH3:6])C.[CH:15]1[C:24]2[C:19](=[CH:20][CH:21]=[CH:22][CH:23]=2)[CH:18]=[CH:17][C:16]=1[C:25]([NH:27][NH2:28])=O.C(O)CCC.